This data is from Peptide-MHC class II binding affinity with 134,281 pairs from IEDB. The task is: Regression. Given a peptide amino acid sequence and an MHC pseudo amino acid sequence, predict their binding affinity value. This is MHC class II binding data. (1) The peptide sequence is AAPANDKFTVFEAAF. The MHC is HLA-DQA10301-DQB10302 with pseudo-sequence HLA-DQA10301-DQB10302. The binding affinity (normalized) is 0.402. (2) The peptide sequence is AAADAGTTVYGAFAA. The MHC is HLA-DQA10102-DQB10602 with pseudo-sequence HLA-DQA10102-DQB10602. The binding affinity (normalized) is 0.832.